Dataset: Reaction yield outcomes from USPTO patents with 853,638 reactions. Task: Predict the reaction yield, written as a fraction of the theoretical maximum amount of product (1.0 means a 100% yield; for example, 0.34 means a 34% yield). (1) No catalyst specified. The product is [CH3:1][C:2]1[CH:7]=[CH:6][C:5]([S:8]([O:11][CH2:12][CH:13]2[CH2:17][C:16]3[CH:18]=[C:19]([CH3:23])[CH:20]=[C:21]([C:24]4[CH:29]=[CH:28][CH:27]=[CH:26][CH:25]=4)[C:15]=3[O:14]2)(=[O:10])=[O:9])=[CH:4][CH:3]=1. The reactants are [CH3:1][C:2]1[CH:7]=[CH:6][C:5]([S:8]([O:11][CH2:12][CH:13]2[CH2:17][C:16]3[CH:18]=[C:19]([CH3:23])[CH:20]=[C:21](Br)[C:15]=3[O:14]2)(=[O:10])=[O:9])=[CH:4][CH:3]=1.[C:24]1(B(O)O)[CH:29]=[CH:28][CH:27]=[CH:26][CH:25]=1.CC1C=CC(S(OCC2CC3C=CC=C(C4C=CC=C(C(F)(F)F)C=4)C=3O2)(=O)=O)=CC=1. The yield is 0.930. (2) The reactants are [CH2:1]([O:3][C:4]([C@@H:6]1[CH2:10][CH:9]([O:11][Si](C(C)(C)C)(C)C)[CH2:8][C@H:7]1[CH2:19][O:20][C:21]1[CH:26]=[CH:25][C:24]([Cl:27])=[CH:23][CH:22]=1)=[O:5])[CH3:2].N1C=CC=CC=1.[Na]. The catalyst is O1CCCC1. The product is [CH2:1]([O:3][C:4]([C@@H:6]1[CH2:10][CH:9]([OH:11])[CH2:8][C@H:7]1[CH2:19][O:20][C:21]1[CH:22]=[CH:23][C:24]([Cl:27])=[CH:25][CH:26]=1)=[O:5])[CH3:2]. The yield is 0.900. (3) The reactants are [F:1][C:2]1[CH:19]=[C:18]([CH3:20])[CH:17]=[CH:16][C:3]=1[NH:4][C:5]1[C:6]([C:13]([OH:15])=[O:14])=[CH:7][N:8]([CH3:12])[C:9](=[O:11])[CH:10]=1.FC(F)(F)C(O[C:26]1[C:31]([F:32])=[C:30]([F:33])[C:29]([F:34])=[C:28]([F:35])[C:27]=1[F:36])=O.N1C=CC=CC=1. The catalyst is C1COCC1. The product is [F:1][C:2]1[CH:19]=[C:18]([CH3:20])[CH:17]=[CH:16][C:3]=1[NH:4][C:5]1[C:6]([C:13]([O:15][C:26]2[C:27]([F:36])=[C:28]([F:35])[C:29]([F:34])=[C:30]([F:33])[C:31]=2[F:32])=[O:14])=[CH:7][N:8]([CH3:12])[C:9](=[O:11])[CH:10]=1. The yield is 0.900. (4) No catalyst specified. The reactants are [Cl:1][C:2]1[CH:10]=[C:6]([C:7]([OH:9])=O)[C:5]([OH:11])=[CH:4][CH:3]=1.[C:12]([C:15]1[CH:16]=[C:17]([CH:19]=[CH:20][CH:21]=1)[NH2:18])(=[O:14])[CH3:13]. The yield is 0.800. The product is [Cl:1][C:2]1[CH:3]=[CH:4][C:5]([OH:11])=[C:6]([CH:10]=1)[C:7]([NH:18][C:17]1[CH:19]=[CH:20][CH:21]=[C:15]([C:12](=[O:14])[CH3:13])[CH:16]=1)=[O:9]. (5) The reactants are [CH3:1][N:2]1[C:6]2[CH:7]=[C:8]([NH:37][S:38]([C:41]3[N:42]=[CH:43][N:44]([CH3:46])[CH:45]=3)(=[O:40])=[O:39])[C:9]([O:11][C:12]3[CH:13]=[C:14]([CH:30]=[C:31]([O:33][CH2:34][CH2:35][CH3:36])[CH:32]=3)[O:15][CH2:16][CH2:17][CH2:18][CH2:19][CH2:20][CH2:21][NH:22]C(=O)OC(C)(C)C)=[CH:10][C:5]=2[N:4]([CH3:47])[C:3]1=[O:48].[C:49]([OH:55])([C:51]([F:54])([F:53])[F:52])=[O:50]. The catalyst is C(Cl)Cl. The product is [F:52][C:51]([F:54])([F:53])[C:49]([OH:55])=[O:50].[NH2:22][CH2:21][CH2:20][CH2:19][CH2:18][CH2:17][CH2:16][O:15][C:14]1[CH:13]=[C:12]([CH:32]=[C:31]([O:33][CH2:34][CH2:35][CH3:36])[CH:30]=1)[O:11][C:9]1[C:8]([NH:37][S:38]([C:41]2[N:42]=[CH:43][N:44]([CH3:46])[CH:45]=2)(=[O:40])=[O:39])=[CH:7][C:6]2[N:2]([CH3:1])[C:3](=[O:48])[N:4]([CH3:47])[C:5]=2[CH:10]=1. The yield is 0.930. (6) The reactants are [F:1][C:2]1[CH:7]=[CH:6][C:5]([C@H:8](CC=O)[CH2:9][N:10]([CH3:27])[C:11](=[O:26])[C:12]2[CH:17]=[C:16]([C:18]([F:21])([F:20])[F:19])[CH:15]=[C:14]([C:22]([F:25])([F:24])[F:23])[CH:13]=2)=[CH:4][CH:3]=1.[C:31]([OH:34])(=O)[CH3:32].[C:35](O)(=O)[CH3:36].N1CC(N2CCC(O)CC2)C1.CC(CC(O)=O)=O.[CH3:57][N:58]1[CH2:63][CH2:62][N:61]([CH:64](C2C=CC=CC=2)C2C=CC=CC=2)[CH2:60][CH2:59]1.Cl.CCN(C(C)C)C(C)C.C(O[BH-](OC(=O)C)OC(=O)C)(=O)C.[Na+]. The catalyst is C(Cl)Cl. The product is [F:1][C:2]1[CH:3]=[CH:4][C:5]([C@H:8]([CH2:63][CH2:62][N:61]2[CH2:60][CH:59]([N:58]3[CH2:57][CH2:32][CH:31]([OH:34])[CH2:36][CH2:35]3)[CH2:64]2)[CH2:9][N:10]([CH3:27])[C:11](=[O:26])[C:12]2[CH:17]=[C:16]([C:18]([F:20])([F:19])[F:21])[CH:15]=[C:14]([C:22]([F:23])([F:25])[F:24])[CH:13]=2)=[CH:6][CH:7]=1. The yield is 0.600.